From a dataset of Catalyst prediction with 721,799 reactions and 888 catalyst types from USPTO. Predict which catalyst facilitates the given reaction. (1) Reactant: [F:1][C:2]1[CH:3]=[C:4]([OH:10])[CH:5]=[CH:6][C:7]=1[O:8][CH3:9].[Br:11]Br.O.S([O-])([O-])=O.[Na+].[Na+]. Product: [Br:11][C:5]1[CH:6]=[C:7]([O:8][CH3:9])[C:2]([F:1])=[CH:3][C:4]=1[OH:10]. The catalyst class is: 4. (2) Reactant: [CH3:1][O:2][C:3]1[CH:8]=[CH:7][C:6]([CH:9]2[O:14][C:13]([CH3:16])([CH3:15])[CH2:12][CH2:11][O:10]2)=[CH:5][CH:4]=1.[H-].C([Al+]CC(C)C)C(C)C.ClCCl.C(OCC)(=O)C.C([O-])(=O)[C@@H]([C@H](C([O-])=O)O)O.[Na+].[K+]. Product: [CH3:1][O:2][C:3]1[CH:4]=[CH:5][C:6]([CH2:9][O:14][C:13]([CH3:15])([CH3:16])[CH2:12][CH2:11][OH:10])=[CH:7][CH:8]=1. The catalyst class is: 4. (3) Reactant: [Br:1][C:2]1[CH:10]=[C:9]2[C:5]([C:6]([C:11]([OH:13])=[O:12])=[N:7][NH:8]2)=[CH:4][CH:3]=1.[H-].[Na+].Cl[C:17]1[CH:22]=[CH:21][N:20]=[C:19]([NH2:23])[N:18]=1.C(O)(=O)CC(CC(O)=O)(C(O)=O)O. Product: [NH2:23][C:19]1[N:20]=[C:21]([N:8]2[C:9]3[C:5](=[CH:4][CH:3]=[C:2]([Br:1])[CH:10]=3)[C:6]([C:11]([OH:13])=[O:12])=[N:7]2)[CH:22]=[CH:17][N:18]=1. The catalyst class is: 3. (4) Reactant: C([O:8][C:9]1[CH:14]=[CH:13][C:12]([C:15]2[N:19]([CH3:20])[C:18]3[CH:21]=[C:22]([C:24]([O:26][CH2:27][CH3:28])=[O:25])[S:23][C:17]=3[C:16]=2[CH:29]2[CH2:34][CH2:33][CH2:32][CH2:31][CH2:30]2)=[CH:11][CH:10]=1)C1C=CC=CC=1.C(OCC)(=O)C. Product: [CH:29]1([C:16]2[C:17]3[S:23][C:22]([C:24]([O:26][CH2:27][CH3:28])=[O:25])=[CH:21][C:18]=3[N:19]([CH3:20])[C:15]=2[C:12]2[CH:13]=[CH:14][C:9]([OH:8])=[CH:10][CH:11]=2)[CH2:30][CH2:31][CH2:32][CH2:33][CH2:34]1. The catalyst class is: 570. (5) Reactant: [F:1][C:2]1[CH:7]=[CH:6][CH:5]=[CH:4][C:3]=1[N:8]1[C:12]([O:13][CH3:14])=[CH:11][C:10]([C:15]([OH:17])=O)=[N:9]1.CN(C=O)C.C(Cl)(=O)C([Cl:26])=O. Product: [F:1][C:2]1[CH:7]=[CH:6][CH:5]=[CH:4][C:3]=1[N:8]1[C:12]([O:13][CH3:14])=[CH:11][C:10]([C:15]([Cl:26])=[O:17])=[N:9]1. The catalyst class is: 504. (6) Reactant: [C:1]([N:4]1[C:13]2[C:8](=[CH:9][C:10]([OH:14])=[CH:11][CH:12]=2)[C:7]([C:16]2[CH:21]=[CH:20][CH:19]=[CH:18][CH:17]=2)([CH3:15])[CH2:6][C:5]1([CH3:23])[CH3:22])(=[O:3])[CH3:2].[C:24]1([C:33]2[CH:38]=[CH:37][CH:36]=[CH:35][CH:34]=2)[CH:29]=[CH:28][C:27]([C:30](Cl)=[O:31])=[CH:26][CH:25]=1.C(N(CC)C(C)C)(C)C. Product: [C:1]([N:4]1[C:13]2[C:8](=[CH:9][C:10]([O:14][C:30](=[O:31])[C:27]3[CH:28]=[CH:29][C:24]([C:33]4[CH:38]=[CH:37][CH:36]=[CH:35][CH:34]=4)=[CH:25][CH:26]=3)=[CH:11][CH:12]=2)[C:7]([C:16]2[CH:21]=[CH:20][CH:19]=[CH:18][CH:17]=2)([CH3:15])[CH2:6][C:5]1([CH3:23])[CH3:22])(=[O:3])[CH3:2]. The catalyst class is: 7. (7) Reactant: [CH2:1]([C@H:3]1[C@@H:7]([C:8]2[N:12]3[C:13]4[CH:19]=[CH:18][N:17]([S:20]([C:23]5[CH:29]=[CH:28][C:26]([CH3:27])=[CH:25][CH:24]=5)(=[O:22])=[O:21])[C:14]=4[N:15]=[CH:16][C:11]3=[N:10][N:9]=2)[CH2:6][C@@H:5]([NH:30]C(=O)C)[CH2:4]1)[CH3:2].Cl. The catalyst class is: 12. Product: [CH2:1]([C@H:3]1[C@@H:7]([C:8]2[N:12]3[C:13]4[CH:19]=[CH:18][N:17]([S:20]([C:23]5[CH:24]=[CH:25][C:26]([CH3:27])=[CH:28][CH:29]=5)(=[O:22])=[O:21])[C:14]=4[N:15]=[CH:16][C:11]3=[N:10][N:9]=2)[CH2:6][C@@H:5]([NH2:30])[CH2:4]1)[CH3:2]. (8) The catalyst class is: 5. Product: [NH:39]1[C:35]([C:30]2[CH:31]=[CH:32][CH:33]=[CH:34][C:29]=2[C:25]2[CH:24]=[C:23]3[C:28](=[CH:27][CH:26]=2)[C@@H:20]([N:19]2[C:6]4=[N:7][C:8]([CH2:12][CH:13]([OH:18])[CH2:14][CH:15]([CH3:17])[CH3:16])=[CH:9][C:10]([CH3:11])=[C:5]4[N:4]=[C:3]2[CH2:1][CH3:2])[CH2:21][CH2:22]3)=[N:36][N:37]=[N:38]1. Reactant: [CH2:1]([C:3]1[N:19]([C@@H:20]2[C:28]3[C:23](=[CH:24][C:25]([C:29]4[CH:34]=[CH:33][CH:32]=[CH:31][C:30]=4[C:35]4[N:39](C(C5C=CC=CC=5)(C5C=CC=CC=5)C5C=CC=CC=5)[N:38]=[N:37][N:36]=4)=[CH:26][CH:27]=3)[CH2:22][CH2:21]2)[C:6]2=[N:7][C:8]([CH2:12][CH:13]([OH:18])[CH2:14][CH:15]([CH3:17])[CH3:16])=[CH:9][C:10]([CH3:11])=[C:5]2[N:4]=1)[CH3:2].